Predict the reaction yield, written as a fraction of the theoretical maximum amount of product (1.0 means a 100% yield; for example, 0.34 means a 34% yield). From a dataset of Reaction yield outcomes from USPTO patents with 853,638 reactions. (1) The reactants are [Br:1][C:2]1[C:3](F)=[C:4]([C:7]([F:10])=[CH:8][CH:9]=1)[CH:5]=O.[C:12]([O:16][CH2:17][CH3:18])(=[O:15])[CH2:13][SH:14].C(N(CC)CC)C.Cl. The catalyst is O.C(#N)C.CS(C)=O. The product is [Br:1][C:2]1[C:3]2[S:14][C:13]([C:12]([O:16][CH2:17][CH3:18])=[O:15])=[CH:5][C:4]=2[C:7]([F:10])=[CH:8][CH:9]=1. The yield is 0.620. (2) The reactants are C1O[C:8]2[CH:7]=[CH:6][C:5]([N+:10]([O-:12])=[O:11])=[CH:4][C:3]=2[O:2]1.[C-:13]#[N:14].[Na+].O.[OH-].[Na+]. The catalyst is CN(P(N(C)C)(N(C)C)=O)C. The product is [C:13]([C:8]1[CH:7]=[CH:6][C:5]([N+:10]([O-:12])=[O:11])=[CH:4][C:3]=1[OH:2])#[N:14]. The yield is 0.640. (3) The reactants are Cl[CH2:2][C:3]1[N:12]([CH2:13][CH3:14])[C:11](=[O:15])[C:10]2[C:5](=[CH:6][CH:7]=[CH:8][CH:9]=2)[N:4]=1.[OH:16][C:17]1[CH:24]=[CH:23][C:20]([CH:21]=[O:22])=[CH:19][CH:18]=1.C([O-])([O-])=O.[K+].[K+]. No catalyst specified. The product is [CH2:13]([N:12]1[C:11](=[O:15])[C:10]2[C:5](=[CH:6][CH:7]=[CH:8][CH:9]=2)[N:4]=[C:3]1[CH2:2][O:16][C:17]1[CH:24]=[CH:23][C:20]([CH:21]=[O:22])=[CH:19][CH:18]=1)[CH3:14]. The yield is 0.880. (4) The reactants are C(=O)C1C(=CC=CC=1)O.N[C@@H]1CCCC[C@H]1N.[CH:18]1[CH:37]=[CH:36][C:34](=[O:35])/[C:20](=[CH:21]/[NH:22][CH2:23][CH2:24][NH:25]/[CH:26]=[C:27]2/[CH:28]=[CH:29][CH:30]=[CH:31][C:32]/2=[O:33])/[CH:19]=1. The catalyst is CN(C)C=O.C1C=CC(=O)/C(=C/NCCN/C=C2/C=CC=CC/2=O)/C=1.[Zn].C([O-])(=O)C.[Zn+2].C([O-])(=O)C. The product is [CH:29]1[CH:30]=[CH:31][C:32](=[O:33])/[C:27](=[CH:26]\[NH:25][CH2:24][CH2:23][NH:22]/[CH:21]=[C:20]2\[C:34]([CH:36]=[CH:37][CH:18]=[CH:19]\2)=[O:35])/[CH:28]=1. The yield is 0.970. (5) The reactants are C(OC1C(F)=CC=C2C=1C(CCN(C)C)=CN2)C1C=CC=CC=1.[CH2:24]([N:27]1[C:35]2[C:30](=[C:31]3[O:39][CH2:38][CH2:37][O:36][C:32]3=[CH:33][CH:34]=2)[C:29]([CH2:40][C:41]([NH2:43])=O)=[CH:28]1)[CH2:25][CH3:26]. No catalyst specified. The product is [CH2:24]([N:27]1[C:35]2[C:30](=[C:31]3[O:39][CH2:38][CH2:37][O:36][C:32]3=[CH:33][CH:34]=2)[C:29]([CH2:40][CH2:41][NH2:43])=[CH:28]1)[CH2:25][CH3:26]. The yield is 0.0900. (6) The reactants are Br[C:2]1[CH:7]=[CH:6][C:5]2[C:8]3[CH2:9][N:10]([C:16]([O:18][C:19]([CH3:22])([CH3:21])[CH3:20])=[O:17])[CH2:11][CH2:12][CH2:13][C:14]=3[O:15][C:4]=2[CH:3]=1.[C:23]1([S:29]([O-:31])=[O:30])[CH:28]=[CH:27][CH:26]=[CH:25][CH:24]=1.[Na+]. No catalyst specified. The product is [C:23]1([S:29]([C:2]2[CH:7]=[CH:6][C:5]3[C:8]4[CH2:9][N:10]([C:16]([O:18][C:19]([CH3:22])([CH3:21])[CH3:20])=[O:17])[CH2:11][CH2:12][CH2:13][C:14]=4[O:15][C:4]=3[CH:3]=2)(=[O:31])=[O:30])[CH:28]=[CH:27][CH:26]=[CH:25][CH:24]=1. The yield is 0.340.